This data is from Full USPTO retrosynthesis dataset with 1.9M reactions from patents (1976-2016). The task is: Predict the reactants needed to synthesize the given product. (1) The reactants are: [ClH:1].[CH2:2]([N:9]1[CH2:14][CH2:13][C:12](=O)[CH:11]([C:16](OC)=O)[CH2:10]1)[C:3]1[CH:8]=[CH:7][CH:6]=[CH:5][CH:4]=1.C(=O)(O)O.[NH2:24][C:25]([NH2:27])=[NH:26]. Given the product [CH2:2]([N:9]1[CH2:14][CH2:13][C:12]2[N:26]=[C:25]([NH2:27])[N:24]=[C:16]([Cl:1])[C:11]=2[CH2:10]1)[C:3]1[CH:8]=[CH:7][CH:6]=[CH:5][CH:4]=1, predict the reactants needed to synthesize it. (2) Given the product [CH2:22]([O:1][C:2]1[CH:3]=[CH:4][C:5]([CH2:8][CH2:9][C:10]([OH:12])=[O:11])=[CH:6][CH:7]=1)[C:21]#[CH:20], predict the reactants needed to synthesize it. The reactants are: [OH:1][C:2]1[CH:7]=[CH:6][C:5]([CH2:8][CH2:9][C:10]([O:12]C)=[O:11])=[CH:4][CH:3]=1.C([O-])([O-])=O.[K+].[K+].[CH2:20](Br)[C:21]#[CH:22]. (3) Given the product [SH:49][CH2:48][CH2:47][O:46][CH2:45][CH2:44][O:43][CH2:42][CH2:41][O:40][CH2:39][CH2:38][O:37][CH2:36][CH2:35][O:34][C:30]1[CH:29]=[C:28]([C:25]([CH3:26])([CH3:27])[C@H:15]([NH:16][CH3:17])[C:14]([NH:13][C@@H:12]([C:8]([CH3:11])([CH3:10])[CH3:9])[C:54]([N:55]([C@@H:56]([CH:65]([CH3:67])[CH3:66])/[CH:57]=[C:58](\[CH3:64])/[C:59]([OH:61])=[O:60])[CH3:68])=[O:69])=[O:53])[CH:33]=[CH:32][CH:31]=1, predict the reactants needed to synthesize it. The reactants are: C(O)(C(F)(F)F)=O.[C:8]([C@@H:12]([C:54](=[O:69])[N:55]([CH3:68])[C@@H:56]([CH:65]([CH3:67])[CH3:66])/[CH:57]=[C:58](\[CH3:64])/[C:59]([O:61]CC)=[O:60])[NH:13][C:14](=[O:53])[C@H:15]([C:25]([C:28]1[CH:33]=[CH:32][CH:31]=[C:30]([O:34][CH2:35][CH2:36][O:37][CH2:38][CH2:39][O:40][CH2:41][CH2:42][O:43][CH2:44][CH2:45][O:46][CH2:47][CH2:48][S:49]C(=O)C)[CH:29]=1)([CH3:27])[CH3:26])[N:16](C)[C:17](=O)OC(C)(C)C)([CH3:11])([CH3:10])[CH3:9].